From a dataset of Reaction yield outcomes from USPTO patents with 853,638 reactions. Predict the reaction yield, written as a fraction of the theoretical maximum amount of product (1.0 means a 100% yield; for example, 0.34 means a 34% yield). (1) The reactants are FC(F)(F)C(O)=O.C([O:12][C:13](=[O:42])[CH2:14][CH2:15][CH2:16][O:17][C:18]1[CH:23]=[CH:22][C:21]([C:24]([N:26]2[CH2:35][C:34]3[CH:33]=[N:32][N:31]([CH3:36])[C:30]=3[NH:29][C:28]3[CH:37]=[CH:38][CH:39]=[CH:40][C:27]2=3)=[O:25])=[CH:20][C:19]=1[CH3:41])(C)(C)C. The catalyst is ClCCl. The product is [CH3:41][C:19]1[CH:20]=[C:21]([C:24]([N:26]2[CH2:35][C:34]3[CH:33]=[N:32][N:31]([CH3:36])[C:30]=3[NH:29][C:28]3[CH:37]=[CH:38][CH:39]=[CH:40][C:27]2=3)=[O:25])[CH:22]=[CH:23][C:18]=1[O:17][CH2:16][CH2:15][CH2:14][C:13]([OH:42])=[O:12]. The yield is 1.00. (2) The reactants are [C:1]([O:9][C:10]([C:14]([F:17])([F:16])[F:15])=[C:11]([F:13])[F:12])(=[O:8])[C:2]1[CH:7]=[CH:6][CH:5]=[CH:4][CH:3]=1.[S:18]([O-:21])([OH:20])=[O:19].[Na+:22].C(OOC(=O)C1C=CC=CC=1)(=O)C1C=CC=CC=1.C1(C)C=CC=CC=1. The catalyst is O. The product is [F:13][C:11]([F:12])([S:18]([O-:21])(=[O:20])=[O:19])[CH:10]([O:9][C:1](=[O:8])[C:2]1[CH:3]=[CH:4][CH:5]=[CH:6][CH:7]=1)[C:14]([F:16])([F:15])[F:17].[Na+:22]. The yield is 0.430. (3) The reactants are [Cl:1][C:2]1[CH:10]=[C:9]2[C:5]([C:6]([CH:11]=[O:12])=[CH:7][NH:8]2)=[CH:4][C:3]=1[C:13]1[CH:18]=[CH:17][CH:16]=[C:15]([O:19][CH3:20])[CH:14]=1.CC(=CC)C.Cl([O-])=[O:27].[Na+].P([O-])(O)(O)=O.[Na+]. The catalyst is C(#N)C.C(O)(C)(C)C.O. The product is [Cl:1][C:2]1[CH:10]=[C:9]2[C:5]([C:6]([C:11]([OH:27])=[O:12])=[CH:7][NH:8]2)=[CH:4][C:3]=1[C:13]1[CH:18]=[CH:17][CH:16]=[C:15]([O:19][CH3:20])[CH:14]=1. The yield is 0.380. (4) The reactants are [Cl:1][C:2]1[CH:3]=[C:4]([C:8]2[CH:9]=[C:10](Cl)[C:11]([C:14]#[N:15])=[N:12][CH:13]=2)[CH:5]=[CH:6][CH:7]=1.C[O-].[Na+].CCCCCC.[C:26](OCC)(=[O:28])C. The catalyst is O. The product is [Cl:1][C:2]1[CH:3]=[C:4]([C:8]2[CH:9]=[C:10]([O:28][CH3:26])[C:11]([C:14]#[N:15])=[N:12][CH:13]=2)[CH:5]=[CH:6][CH:7]=1. The yield is 0.820.